This data is from Reaction yield outcomes from USPTO patents with 853,638 reactions. The task is: Predict the reaction yield, written as a fraction of the theoretical maximum amount of product (1.0 means a 100% yield; for example, 0.34 means a 34% yield). (1) The reactants are [C:1]([C:3]1[CH:4]=[C:5]([CH:10]=[CH:11][C:12]=1[OH:13])[C:6]([O:8][CH3:9])=[O:7])#[N:2].[BH4-].[Na+].[CH2:16]1[CH2:20]OC[CH2:17]1.CO. No catalyst specified. The product is [C:1]([C:3]1[CH:4]=[C:5]([CH:10]=[CH:11][C:12]=1[O:13][CH:16]([CH3:20])[CH3:17])[C:6]([O:8][CH3:9])=[O:7])#[N:2]. The yield is 0.990. (2) The reactants are [Br:1][C:2]1[CH:3]=[C:4]([CH2:12][C:13]([OH:15])=[O:14])[CH:5]=[C:6]([C:8]([F:11])([F:10])[F:9])[CH:7]=1.[CH3:16][Si]([N-][Si](C)(C)C)(C)C.[Li+].IC.Cl. The catalyst is C1COCC1. The yield is 0.180. The product is [Br:1][C:2]1[CH:3]=[C:4]([CH:12]([CH3:16])[C:13]([OH:15])=[O:14])[CH:5]=[C:6]([C:8]([F:11])([F:10])[F:9])[CH:7]=1. (3) The reactants are [C:1]([O:5][C:6]([NH:8][C@H:9]1[CH2:14][CH2:13][CH2:12][CH2:11][C@H:10]1[NH:15][C:16]1[N:21]=[C:20](Cl)[C:19]2[C:23](=[O:33])[N:24]([C:26]([O:28][C:29]([CH3:32])([CH3:31])[CH3:30])=[O:27])[CH2:25][C:18]=2[C:17]=1[F:34])=[O:7])([CH3:4])([CH3:3])[CH3:2].[CH3:35][N:36]1[CH:40]=[C:39](B2OC(C)(C)C(C)(C)O2)[CH:38]=[N:37]1.C(=O)([O-])[O-].[K+].[K+].CC(N(C)C)=O. The catalyst is O. The product is [C:1]([O:5][C:6]([NH:8][C@H:9]1[CH2:14][CH2:13][CH2:12][CH2:11][C@H:10]1[NH:15][C:16]1[N:21]=[C:20]([C:39]2[CH:38]=[N:37][N:36]([CH3:35])[CH:40]=2)[C:19]2[C:23](=[O:33])[N:24]([C:26]([O:28][C:29]([CH3:32])([CH3:31])[CH3:30])=[O:27])[CH2:25][C:18]=2[C:17]=1[F:34])=[O:7])([CH3:4])([CH3:3])[CH3:2]. The yield is 0.620. (4) The reactants are Br[C:2]1[CH:7]=[CH:6][CH:5]=[CH:4][C:3]=1[Br:8].C([Li])CCC.CCCCCC.[C:20]1(=[O:26])[CH2:25][CH2:24][CH2:23][CH2:22][CH2:21]1.[Cl-].[NH4+]. The catalyst is O1CCCC1.O. The product is [Br:8][C:3]1[CH:4]=[CH:5][C:6]([C:20]2([OH:26])[CH2:25][CH2:24][CH2:23][CH2:22][CH2:21]2)=[CH:7][CH:2]=1. The yield is 0.980. (5) The reactants are Br[C:2]1[C:10]2[C:9]([NH:11][C@H:12]([C:14]3[N:19]([C:20]4[CH:25]=[CH:24][CH:23]=[CH:22][CH:21]=4)[C:18](=[O:26])[C:17]4=[C:27]([CH3:30])[CH:28]=[CH:29][N:16]4[N:15]=3)[CH3:13])=[N:8][CH:7]=[N:6][C:5]=2[N:4]([CH2:31][O:32][CH2:33][CH2:34][Si:35]([CH3:38])([CH3:37])[CH3:36])[CH:3]=1.[Cl:39][C:40]1[CH:45]=[CH:44][CH:43]=[C:42](B2OC(C)(C)C(C)(C)O2)[C:41]=1[OH:55].C(=O)([O-])[O-].[Na+].[Na+]. The catalyst is COCCOC.O. The product is [Cl:39][C:40]1[C:41]([OH:55])=[C:42]([C:2]2[C:10]3[C:9]([NH:11][C@H:12]([C:14]4[N:19]([C:20]5[CH:25]=[CH:24][CH:23]=[CH:22][CH:21]=5)[C:18](=[O:26])[C:17]5=[C:27]([CH3:30])[CH:28]=[CH:29][N:16]5[N:15]=4)[CH3:13])=[N:8][CH:7]=[N:6][C:5]=3[N:4]([CH2:31][O:32][CH2:33][CH2:34][Si:35]([CH3:38])([CH3:37])[CH3:36])[CH:3]=2)[CH:43]=[CH:44][CH:45]=1. The yield is 0.550. (6) The reactants are F[C:2]1[CH:8]=[CH:7][C:6]([N+:9]([O-:11])=[O:10])=[CH:5][C:3]=1[NH2:4].O.O.O.O.O.O.O.O.O.[S-2:21].[Na+].[Na+].C(=O)(O)[O-].[Na+].O. The product is [NH2:4][C:3]1[CH:5]=[C:6]([N+:9]([O-:11])=[O:10])[CH:7]=[CH:8][C:2]=1[SH:21]. The yield is 0.330. The catalyst is ClCCl. (7) The product is [CH2:1]([O:8][C:9]1[CH:10]=[C:11]([C:17]([C:19]2[CH:24]=[CH:23][C:22]([O:25][CH3:26])=[C:21]([O:27][CH2:28][CH3:29])[CH:20]=2)=[O:18])[CH:12]=[CH:13][C:14]=1[O:15][CH3:16])[C:2]1[CH:3]=[CH:4][CH:5]=[CH:6][CH:7]=1. The catalyst is C(Cl)Cl.O=[Mn]=O. The yield is 1.00. The reactants are [CH2:1]([O:8][C:9]1[CH:10]=[C:11]([CH:17]([C:19]2[CH:24]=[CH:23][C:22]([O:25][CH3:26])=[C:21]([O:27][CH2:28][CH3:29])[CH:20]=2)[OH:18])[CH:12]=[CH:13][C:14]=1[O:15][CH3:16])[C:2]1[CH:7]=[CH:6][CH:5]=[CH:4][CH:3]=1.